This data is from Forward reaction prediction with 1.9M reactions from USPTO patents (1976-2016). The task is: Predict the product of the given reaction. (1) Given the reactants [Br-].BrCCC[P+]([C:19]1[CH:24]=[CH:23]C=CC=1)(C1C=CC=CC=1)C1C=CC=CC=1.CC(C)([O-])C.[K+].[Cl:31][C:32]1[CH:39]=[CH:38][C:35]([CH:36]=O)=[CH:34][CH:33]=1, predict the reaction product. The product is: [Cl:31][C:32]1[CH:39]=[CH:38][C:35]([CH:36]=[C:23]2[CH2:24][CH2:19]2)=[CH:34][CH:33]=1. (2) Given the reactants [CH3:1][O:2][C:3](=[O:23])[C:4]1[CH:9]=[CH:8][C:7]([CH2:10][NH:11][CH:12]=O)=[N:6][C:5]=1[NH:14][C:15]1[CH:20]=[CH:19][C:18]([I:21])=[CH:17][C:16]=1[F:22].O(Cl)Cl.[P+5], predict the reaction product. The product is: [CH3:1][O:2][C:3]([C:4]1[CH:9]=[CH:8][C:7]2[N:6]([CH:12]=[N:11][CH:10]=2)[C:5]=1[NH:14][C:15]1[CH:20]=[CH:19][C:18]([I:21])=[CH:17][C:16]=1[F:22])=[O:23]. (3) Given the reactants [Cl:1][C:2]1[CH:9]=[CH:8][C:5]([CH:6]=[O:7])=[CH:4][N:3]=1.[F-].[Cs+].C[Si](C)(C)[C:14]([F:17])([F:16])[F:15].Cl, predict the reaction product. The product is: [Cl:1][C:2]1[N:3]=[CH:4][C:5]([CH:6]([OH:7])[C:14]([F:17])([F:16])[F:15])=[CH:8][CH:9]=1. (4) Given the reactants [Br:1]Br.[CH3:3][O:4][C:5]1[CH:10]=[CH:9][C:8]([CH2:11][CH2:12][C:13]#[N:14])=[C:7]([CH3:15])[CH:6]=1.C([O-])(=O)C.[Na+], predict the reaction product. The product is: [Br:1][C:10]1[C:5]([O:4][CH3:3])=[CH:6][C:7]([CH3:15])=[C:8]([CH2:11][CH2:12][C:13]#[N:14])[CH:9]=1. (5) The product is: [Br:1][C:2]1[N:7]=[C:6]2[C:8]([NH2:9])=[N:13][NH:12][C:5]2=[N:4][CH:3]=1. Given the reactants [Br:1][C:2]1[N:7]=[C:6]([C:8]#[N:9])[C:5](Cl)=[N:4][CH:3]=1.O.[NH2:12][NH2:13], predict the reaction product. (6) Given the reactants [OH:1][CH:2]([C:6]1[O:10][N:9]=[C:8]([C:11]([O:13]CC)=[O:12])[CH:7]=1)[CH:3]([CH3:5])[CH3:4].[OH-].[Na+], predict the reaction product. The product is: [OH:1][CH:2]([C:6]1[O:10][N:9]=[C:8]([C:11]([OH:13])=[O:12])[CH:7]=1)[CH:3]([CH3:5])[CH3:4]. (7) Given the reactants [CH2:1]([O:8][C:9]1[N:14]=[C:13]([O:15][CH2:16][C:17]2[CH:22]=[CH:21][CH:20]=[CH:19][CH:18]=2)[C:12]([CH:23]([CH3:25])[CH3:24])=[C:11](Cl)[N:10]=1)[C:2]1[CH:7]=[CH:6][CH:5]=[CH:4][CH:3]=1.[C:27]([CH2:29][C:30]1[CH:31]=[C:32]([CH:35]=[C:36]([CH3:38])[CH:37]=1)[C:33]#[N:34])#[N:28].[H-].[Na+].[Cl-].[NH4+], predict the reaction product. The product is: [CH2:1]([O:8][C:9]1[N:10]=[C:11]([CH:29]([C:27]#[N:28])[C:30]2[CH:31]=[C:32]([CH:35]=[C:36]([CH3:38])[CH:37]=2)[C:33]#[N:34])[C:12]([CH:23]([CH3:25])[CH3:24])=[C:13]([O:15][CH2:16][C:17]2[CH:22]=[CH:21][CH:20]=[CH:19][CH:18]=2)[N:14]=1)[C:2]1[CH:7]=[CH:6][CH:5]=[CH:4][CH:3]=1. (8) Given the reactants Br[CH2:2][C:3]1[CH:13]=[CH:12][C:11]([O:14][CH3:15])=[CH:10][C:4]=1[C:5]([O:7]CC)=O.[NH2:16][C:17]1[CH:18]=[C:19]2[C:23](=[N:24][CH:25]=1)[N:22]([CH3:26])[CH:21]=[CH:20]2.C(N(CC)C(C)C)(C)C.[OH-].[Li+], predict the reaction product. The product is: [CH3:15][O:14][C:11]1[CH:10]=[C:4]2[C:3]([CH2:2][N:16]([C:17]3[CH:18]=[C:19]4[CH:20]=[CH:21][N:22]([CH3:26])[C:23]4=[N:24][CH:25]=3)[C:5]2=[O:7])=[CH:13][CH:12]=1. (9) Given the reactants [NH2:1][CH:2]1[CH2:7][CH2:6][CH:5]([NH:8][C:9]2[N:17]=[C:16]3[C:12]([N:13]=[CH:14][N:15]3[CH:18]3[CH2:22][CH2:21][CH2:20][CH2:19]3)=[C:11]([NH:23][CH2:24][C:25]3[CH:26]=[N:27][C:28]([C:31]4[CH:36]=[CH:35][CH:34]=[CH:33][C:32]=4[O:37]C)=[CH:29][CH:30]=3)[N:10]=2)[CH2:4][CH2:3]1.CO, predict the reaction product. The product is: [NH2:1][CH:2]1[CH2:3][CH2:4][CH:5]([NH:8][C:9]2[N:17]=[C:16]3[C:12]([N:13]=[CH:14][N:15]3[CH:18]3[CH2:19][CH2:20][CH2:21][CH2:22]3)=[C:11]([NH:23][CH2:24][C:25]3[CH:26]=[N:27][C:28]([C:31]4[CH:36]=[CH:35][CH:34]=[CH:33][C:32]=4[OH:37])=[CH:29][CH:30]=3)[N:10]=2)[CH2:6][CH2:7]1. (10) Given the reactants C([O:8][C:9]1[CH:14]=[CH:13][C:12]([C:15]2[C:16](=[O:22])[N:17]([CH3:21])[CH:18]=[CH:19][CH:20]=2)=[CH:11][CH:10]=1)C1C=CC=CC=1.CO, predict the reaction product. The product is: [OH:8][C:9]1[CH:14]=[CH:13][C:12]([C:15]2[C:16](=[O:22])[N:17]([CH3:21])[CH:18]=[CH:19][CH:20]=2)=[CH:11][CH:10]=1.